This data is from Full USPTO retrosynthesis dataset with 1.9M reactions from patents (1976-2016). The task is: Predict the reactants needed to synthesize the given product. (1) Given the product [CH2:23]([S:25]([C:28]1[CH:29]=[C:30]2[C:34](=[CH:35][CH:36]=1)[NH:33][C:32](=[O:37])/[C:31]/2=[CH:21]\[C:13]1[NH:14][C:15]2[CH2:16][CH2:17][CH2:18][CH2:19][C:20]=2[C:12]=1[CH2:11][CH2:10][CH2:9][N:6]1[CH2:5][CH2:4][N:3]([CH:1]=[O:2])[CH2:8][CH2:7]1)(=[O:26])=[O:27])[CH3:24], predict the reactants needed to synthesize it. The reactants are: [CH:1]([N:3]1[CH2:8][CH2:7][N:6]([CH2:9][CH2:10][CH2:11][C:12]2[C:20]3[CH2:19][CH2:18][CH2:17][CH2:16][C:15]=3[NH:14][C:13]=2[CH:21]=O)[CH2:5][CH2:4]1)=[O:2].[CH2:23]([S:25]([C:28]1[CH:29]=[C:30]2[C:34](=[CH:35][CH:36]=1)[NH:33][C:32](=[O:37])[CH2:31]2)(=[O:27])=[O:26])[CH3:24]. (2) Given the product [Cl:1][C:2]1[CH:7]=[CH:6][CH:5]=[CH:4][C:3]=1[CH2:8][CH2:9][NH:10][C:11](=[O:13])[CH3:12], predict the reactants needed to synthesize it. The reactants are: [Cl:1][C:2]1[CH:7]=[CH:6][CH:5]=[CH:4][C:3]=1[CH2:8][CH2:9][NH2:10].[C:11](OC(=O)C)(=[O:13])[CH3:12]. (3) Given the product [F:14][C:2]([F:1])([F:15])[CH:3]1[O:8][CH2:7][CH:6]([C:9]([O:11][CH2:12][CH3:13])=[O:10])[CH2:5][CH2:4]1, predict the reactants needed to synthesize it. The reactants are: [F:1][C:2]([F:15])([F:14])[CH:3]1[O:8][CH2:7][C:6]([C:9]([O:11][CH2:12][CH3:13])=[O:10])=[CH:5][CH2:4]1. (4) Given the product [Cl-:40].[CH3:35][C:32]1[CH:31]=[CH:30][C:29]([C:28]([O:27][C:13]2[CH:12]=[C:11]([CH2:10][C@H:9]([NH3+:8])[C:37]([OH:39])=[O:43])[CH:16]=[CH:15][C:14]=2[O:17][C:18](=[O:26])[C:19]2[CH:24]=[CH:23][C:22]([CH3:25])=[CH:21][CH:20]=2)=[O:36])=[CH:34][CH:33]=1, predict the reactants needed to synthesize it. The reactants are: C(OC([NH:8][C@H:9]([C:37](=[O:39])N)[CH2:10][C:11]1[CH:16]=[CH:15][C:14]([O:17][C:18](=[O:26])[C:19]2[CH:24]=[CH:23][C:22]([CH3:25])=[CH:21][CH:20]=2)=[C:13]([O:27][C:28](=[O:36])[C:29]2[CH:34]=[CH:33][C:32]([CH3:35])=[CH:31][CH:30]=2)[CH:12]=1)=O)(C)(C)C.[ClH:40].CC[O:43]CC. (5) Given the product [N:20]1[CH:21]=[CH:22][CH:23]=[CH:24][C:19]=1[C:17]1[O:18][C:12]2[CH2:11][N:10]([C:8]3[CH:9]=[C:2]([C:31]#[N:32])[CH:3]=[C:4]([CH:7]=3)[C:5]#[N:6])[CH2:15][CH2:14][C:13]=2[N:16]=1, predict the reactants needed to synthesize it. The reactants are: F[C:2]1[CH:3]=[C:4]([CH:7]=[C:8]([N:10]2[CH2:15][CH2:14][C:13]3[N:16]=[C:17]([C:19]4[CH:24]=[CH:23][CH:22]=[CH:21][N:20]=4)[O:18][C:12]=3[CH2:11]2)[CH:9]=1)[C:5]#[N:6].BrC1C=C(C#N)C=C(C=1)[C:31]#[N:32]. (6) Given the product [C:1]([C:3]1[C:4]([N:21]2[CH2:26][CH2:25][CH:24]([C:27](=[O:28])[NH:42][S:39]([CH2:38][C:32]3[CH:33]=[CH:34][C:35]([Cl:37])=[CH:36][C:31]=3[Cl:30])(=[O:40])=[O:41])[CH2:23][CH2:22]2)=[N:5][C:6]([CH2:14][N:15]2[CH2:19][CH2:18][CH2:17][C:16]2=[O:20])=[C:7]([CH:8]=1)[C:9]([O:11][CH2:12][CH3:13])=[O:10])#[N:2], predict the reactants needed to synthesize it. The reactants are: [C:1]([C:3]1[C:4]([N:21]2[CH2:26][CH2:25][CH:24]([C:27](O)=[O:28])[CH2:23][CH2:22]2)=[N:5][C:6]([CH2:14][N:15]2[CH2:19][CH2:18][CH2:17][C:16]2=[O:20])=[C:7]([C:9]([O:11][CH2:12][CH3:13])=[O:10])[CH:8]=1)#[N:2].[Cl:30][C:31]1[CH:36]=[C:35]([Cl:37])[CH:34]=[CH:33][C:32]=1[CH2:38][S:39]([NH2:42])(=[O:41])=[O:40]. (7) Given the product [CH2:2]([S:1][CH2:10][CH2:11][CH2:12][CH2:13][C:14]([OH:16])=[O:15])[C:3]1[CH:8]=[CH:7][CH:6]=[CH:5][CH:4]=1, predict the reactants needed to synthesize it. The reactants are: [SH:1][CH2:2][C:3]1[CH:8]=[CH:7][CH:6]=[CH:5][CH:4]=1.Br[CH2:10][CH2:11][CH2:12][CH2:13][C:14]([OH:16])=[O:15].[OH-].[Na+].